Task: Regression. Given a peptide amino acid sequence and an MHC pseudo amino acid sequence, predict their binding affinity value. This is MHC class I binding data.. Dataset: Peptide-MHC class I binding affinity with 185,985 pairs from IEDB/IMGT The peptide sequence is ELKRQLADL. The MHC is HLA-B15:01 with pseudo-sequence HLA-B15:01. The binding affinity (normalized) is 0.0847.